This data is from Catalyst prediction with 721,799 reactions and 888 catalyst types from USPTO. The task is: Predict which catalyst facilitates the given reaction. (1) Reactant: FC(F)(F)C([NH:5][C:6]1([C:11]2[CH:16]=[CH:15][C:14]([C:17]3[C:26]([C:27]4[CH:32]=[CH:31][CH:30]=[CH:29][CH:28]=4)=[CH:25][C:24]4[C:23]5=[N:33][N:34]=[C:35]([C:36]6[N:41]=[CH:40][CH:39]=[CH:38][N:37]=6)[N:22]5[CH:21]=[CH:20][C:19]=4[N:18]=3)=[CH:13][CH:12]=2)[CH2:9][CH:8]([OH:10])[CH2:7]1)=O.[OH-].[Na+]. Product: [NH2:5][C:6]1([C:11]2[CH:12]=[CH:13][C:14]([C:17]3[C:26]([C:27]4[CH:32]=[CH:31][CH:30]=[CH:29][CH:28]=4)=[CH:25][C:24]4[C:23]5=[N:22][C:35]([C:36]6[N:37]=[CH:38][CH:39]=[CH:40][N:41]=6)=[N:34][N:33]5[CH:21]=[CH:20][C:19]=4[N:18]=3)=[CH:15][CH:16]=2)[CH2:9][CH:8]([OH:10])[CH2:7]1. The catalyst class is: 88. (2) Reactant: Br[C:2]1[CH:3]=[C:4]2[C:9](=[C:10]([F:12])[CH:11]=1)[N:8]1[C:13]([CH3:16])=[N:14][N:15]=[C:7]1[CH2:6][CH2:5]2.[CH3:17][C:18]1[CH:23]=[CH:22][N:21]=[CH:20][C:19]=1B(O)O.O1CCOCC1.C([O-])(=O)C.[K+]. Product: [F:12][C:10]1[CH:11]=[C:2]([C:19]2[CH:20]=[N:21][CH:22]=[CH:23][C:18]=2[CH3:17])[CH:3]=[C:4]2[C:9]=1[N:8]1[C:13]([CH3:16])=[N:14][N:15]=[C:7]1[CH2:6][CH2:5]2. The catalyst class is: 263. (3) Reactant: [Br:1][C:2]1[CH:8]=[CH:7][C:5]([NH2:6])=[CH:4][C:3]=1[O:9][CH3:10].C(N(C(C)C)CC)(C)C.Cl[C:21]([O:23][CH3:24])=[O:22]. Product: [CH3:24][O:23][C:21](=[O:22])[NH:6][C:5]1[CH:7]=[CH:8][C:2]([Br:1])=[C:3]([O:9][CH3:10])[CH:4]=1. The catalyst class is: 4. (4) Reactant: C([O:5][C:6]([CH:8]1[CH2:13][CH2:12][N:11]([C:14]2[CH:19]=[C:18]([C:20](=[O:22])[NH2:21])[CH:17]=[C:16]([C:23]3[CH:28]=[CH:27][N:26]=[C:25]([NH:29][CH:30]4[CH2:35][CH2:34][CH2:33][CH2:32][CH2:31]4)[CH:24]=3)[N:15]=2)[CH2:10][CH2:9]1)=[O:7])(C)(C)C.[SiH](CC)(CC)CC.C(O)(C(F)(F)F)=O. Product: [C:20]([C:18]1[CH:17]=[C:16]([C:23]2[CH:28]=[CH:27][N:26]=[C:25]([NH:29][CH:30]3[CH2:31][CH2:32][CH2:33][CH2:34][CH2:35]3)[CH:24]=2)[N:15]=[C:14]([N:11]2[CH2:10][CH2:9][CH:8]([C:6]([OH:7])=[O:5])[CH2:13][CH2:12]2)[CH:19]=1)(=[O:22])[NH2:21]. The catalyst class is: 2. (5) Reactant: [O-]CC.[Na+].[CH2:5]([C:7]1[CH:8]=[C:9]([NH:13][C:14]([NH2:16])=[S:15])[CH:10]=[CH:11][CH:12]=1)[CH3:6].[C:17]([CH2:19][C:20](OCC)=[O:21])#[N:18].S(=O)(=O)(O)O. Product: [NH2:18][C:17]1[N:13]([C:9]2[CH:10]=[CH:11][CH:12]=[C:7]([CH2:5][CH3:6])[CH:8]=2)[C:14](=[S:15])[NH:16][C:20](=[O:21])[CH:19]=1. The catalyst class is: 40. (6) Reactant: [C:1]([C:5]1[CH:42]=[CH:41][C:8]([CH2:9][O:10][C:11]2[CH:16]=[CH:15][CH:14]=[CH:13][C:12]=2/[CH:17]=[CH:18]/[CH:19]([CH2:31][CH2:32][C:33]2[CH:38]=[CH:37][C:36]([C:39]#[N:40])=[CH:35][CH:34]=2)[CH2:20][C:21]2[CH:30]=[CH:29][C:24]([C:25]([O:27][CH3:28])=[O:26])=[CH:23][CH:22]=2)=[C:7]([Cl:43])[CH:6]=1)([CH3:4])([CH3:3])[CH3:2].C[Si]([N:48]=[N+:49]=[N-:50])(C)C.C([Sn](=O)CCCC)CCC. Product: [C:1]([C:5]1[CH:42]=[CH:41][C:8]([CH2:9][O:10][C:11]2[CH:16]=[CH:15][CH:14]=[CH:13][C:12]=2/[CH:17]=[CH:18]/[CH:19]([CH2:31][CH2:32][C:33]2[CH:34]=[CH:35][C:36]([C:39]3[NH:50][N:49]=[N:48][N:40]=3)=[CH:37][CH:38]=2)[CH2:20][C:21]2[CH:22]=[CH:23][C:24]([C:25]([O:27][CH3:28])=[O:26])=[CH:29][CH:30]=2)=[C:7]([Cl:43])[CH:6]=1)([CH3:4])([CH3:2])[CH3:3]. The catalyst class is: 11. (7) Reactant: [NH2:1][C:2]1[NH:6][N:5]=[CH:4][C:3]=1[C:7]#[N:8].[Cl:9][C:10]1[CH:15]=[CH:14][C:13]([C:16](=O)[CH2:17][C:18]([O:20]CC)=O)=[CH:12][C:11]=1[O:24][CH3:25].[CH3:26]C1C=CC(S(O)(=O)=O)=CC=1. Product: [Cl:9][C:10]1[CH:15]=[CH:14][C:13]([C:16]2[NH:1][C:2]3[N:6]([N:5]=[CH:4][C:3]=3[C:7]#[N:8])[C:18](=[O:20])[CH:17]=2)=[CH:12][C:11]=1[O:24][CH2:25][CH3:26]. The catalyst class is: 114. (8) Reactant: [CH2:1]([OH:7])[C@@H:2]([OH:6])[CH2:3][CH2:4][OH:5].O.[C:9]1(C)[CH:14]=CC(S(O)(=O)=O)=C[CH:10]=1.C(=O)([O-])[O-].[Na+].[Na+]. Product: [OH:5][CH2:4][CH2:3][C@H:2]1[CH2:1][O:7][C:9]([CH3:14])([CH3:10])[O:6]1. The catalyst class is: 21. (9) Reactant: C(O[C:6]([N:8]1[CH2:12][CH2:11][C@@H:10]([OH:13])[CH2:9]1)=O)(C)(C)C.[ClH:14]. Product: [CH:6]1([N:8]2[CH2:12][CH2:11][C@@H:10]([OH:13])[CH2:9]2)[CH2:12][CH2:11][CH2:10][CH2:9]1.[ClH:14]. The catalyst class is: 5.